From a dataset of Forward reaction prediction with 1.9M reactions from USPTO patents (1976-2016). Predict the product of the given reaction. (1) Given the reactants [F:1][C:2]([F:7])([F:6])[C:3]([OH:5])=[O:4].[F:8][C:9]1[CH:14]=[CH:13][C:12]([C:15]2[N:20]=[CH:19][C:18]([NH:21][CH2:22][C:23]([OH:25])=O)=[CH:17][CH:16]=2)=[CH:11][CH:10]=1.[NH:26]1[CH2:30][CH2:29][CH2:28][CH2:27]1, predict the reaction product. The product is: [F:1][C:2]([F:7])([F:6])[C:3]([OH:5])=[O:4].[F:8][C:9]1[CH:10]=[CH:11][C:12]([C:15]2[N:20]=[CH:19][C:18]([NH:21][CH2:22][C:23]([N:26]3[CH2:30][CH2:29][CH2:28][CH2:27]3)=[O:25])=[CH:17][CH:16]=2)=[CH:13][CH:14]=1. (2) Given the reactants C[O:2][C:3](=[O:15])[C:4]1[CH:9]=[C:8](F)[C:7]([N+:11]([O-:13])=[O:12])=[CH:6][C:5]=1[F:14].[OH-:16].[K+].[CH3:18]O, predict the reaction product. The product is: [F:14][C:5]1[CH:6]=[C:7]([N+:11]([O-:13])=[O:12])[C:8]([O:16][CH3:18])=[CH:9][C:4]=1[C:3]([OH:2])=[O:15]. (3) Given the reactants FC1C=CC(C2C3C(=CC(C#N)=CC=3)CO2)=CC=1.Cl[CH2:20][CH2:21][CH2:22][C:23]1([C:34]2[CH:39]=[CH:38][C:37]([F:40])=[CH:36][CH:35]=2)[C:31]2[C:26](=[CH:27][C:28]([C:32]#[N:33])=[CH:29][CH:30]=2)[CH2:25][O:24]1.[I-:41].[Na+], predict the reaction product. The product is: [I:41][CH2:20][CH2:21][CH2:22][C:23]1([C:34]2[CH:39]=[CH:38][C:37]([F:40])=[CH:36][CH:35]=2)[C:31]2[C:26](=[CH:27][C:28]([C:32]#[N:33])=[CH:29][CH:30]=2)[CH2:25][O:24]1. (4) Given the reactants C(P([CH2:7][S:8]([O:11][CH2:12][CH3:13])(=[O:10])=[O:9])(CC)=O)C.C([Li])CCC.[CH:19]([CH:21]([N:25]([CH3:48])[C:26]([CH:28]([NH:33][C:34](=[O:47])[CH:35]([NH:45][CH3:46])[C:36]([CH3:44])([C:38]1[CH:43]=[CH:42][CH:41]=[CH:40][CH:39]=1)[CH3:37])[C:29]([CH3:32])([CH3:31])[CH3:30])=[O:27])[CH:22]([CH3:24])[CH3:23])=O, predict the reaction product. The product is: [CH3:46][NH:45][C@H:35]([C:34]([NH:33][C@H:28]([C:26]([N:25]([C@@H:21]([CH:22]([CH3:24])[CH3:23])/[CH:19]=[CH:7]/[S:8]([O:11][CH2:12][CH3:13])(=[O:9])=[O:10])[CH3:48])=[O:27])[C:29]([CH3:30])([CH3:31])[CH3:32])=[O:47])[C:36]([CH3:37])([CH3:44])[C:38]1[CH:43]=[CH:42][CH:41]=[CH:40][CH:39]=1.